This data is from Reaction yield outcomes from USPTO patents with 853,638 reactions. The task is: Predict the reaction yield, written as a fraction of the theoretical maximum amount of product (1.0 means a 100% yield; for example, 0.34 means a 34% yield). (1) The reactants are [Cl-].O[NH3+:3].[C:4](=[O:7])([O-])[OH:5].[Na+].CS(C)=O.[CH2:13]([C:15]1[N:16]=[C:17]([CH2:48][CH2:49][CH3:50])[N:18]([CH2:32][C:33]2[CH:38]=[CH:37][C:36]([C:39]3[C:40]([C:45]#[N:46])=[CH:41][CH:42]=[CH:43][CH:44]=3)=[CH:35][C:34]=2[F:47])[C:19](=[O:31])[C:20]=1[C:21]1[CH:22]=[N:23][C:24]([O:27][CH:28]([CH3:30])[CH3:29])=[CH:25][CH:26]=1)[CH3:14]. The catalyst is O. The yield is 0.540. The product is [CH2:13]([C:15]1[N:16]=[C:17]([CH2:48][CH2:49][CH3:50])[N:18]([CH2:32][C:33]2[CH:38]=[CH:37][C:36]([C:39]3[CH:44]=[CH:43][CH:42]=[CH:41][C:40]=3[C:45]3[NH:3][C:4](=[O:7])[O:5][N:46]=3)=[CH:35][C:34]=2[F:47])[C:19](=[O:31])[C:20]=1[C:21]1[CH:22]=[N:23][C:24]([O:27][CH:28]([CH3:29])[CH3:30])=[CH:25][CH:26]=1)[CH3:14]. (2) The reactants are [Cl:1][C:2]1[C:3]([CH3:11])=[CH:4][C:5]([N:8]=[C:9]=S)=[N:6][CH:7]=1.C(N(CC)CC)C.Cl.Cl.[NH2:21][CH2:22][C@@:23]1([OH:31])[CH:28]2[CH2:29][CH2:30][N:25]([CH2:26][CH2:27]2)[CH2:24]1.C(N=C=NC(C)C)(C)C. The catalyst is CN(C)C=O. The yield is 0.303. The product is [Cl:1][C:2]1[C:3]([CH3:11])=[CH:4][C:5]([NH:8][C:9]2[O:31][C@:23]3([CH2:22][N:21]=2)[CH:28]2[CH2:29][CH2:30][N:25]([CH2:26][CH2:27]2)[CH2:24]3)=[N:6][CH:7]=1. (3) The reactants are [CH3:1][C:2]1([CH3:10])[CH2:8][C:7](=O)[O:6][C:4](=[O:5])[CH2:3]1.[H-].[Al+3].[Li+].[H-].[H-].[H-].O.[OH-].[Na+]. The catalyst is C1COCC1. The product is [CH3:1][C:2]([CH3:10])([CH2:8][CH2:7][OH:6])[CH2:3][CH2:4][OH:5]. The yield is 1.00. (4) The reactants are [CH:1]1[C:10]2[C:5](=[CH:6][CH:7]=[CH:8][CH:9]=2)[CH:4]=[CH:3][C:2]=1[S:11]([CH:14]1[CH2:19][CH2:18][NH:17][CH2:16][CH2:15]1)(=[O:13])=[O:12].Cl[C:21]1[C:26]([N+:27]([O-:29])=[O:28])=[CH:25][CH:24]=[CH:23][N:22]=1. No catalyst specified. The product is [CH:1]1[C:10]2[C:5](=[CH:6][CH:7]=[CH:8][CH:9]=2)[CH:4]=[CH:3][C:2]=1[S:11]([CH:14]1[CH2:19][CH2:18][N:17]([C:21]2[C:26]([N+:27]([O-:29])=[O:28])=[CH:25][CH:24]=[CH:23][N:22]=2)[CH2:16][CH2:15]1)(=[O:12])=[O:13]. The yield is 0.730. (5) The reactants are Cl[C:2]1[C:7]([C:8]([F:11])([F:10])[F:9])=[CH:6][N:5]=[C:4]([NH:12][C:13]2[CH:18]=[CH:17][C:16]([P:19]([CH3:22])([CH3:21])=[O:20])=[CH:15][CH:14]=2)[N:3]=1.Cl.[CH3:24][C:25]1[CH:26]=[C:27]([CH:29]=[C:30]([CH3:32])[CH:31]=1)[NH2:28]. The catalyst is C(O)C.CO. The product is [CH3:24][C:25]1[CH:26]=[C:27]([NH:28][C:2]2[C:7]([C:8]([F:11])([F:10])[F:9])=[CH:6][N:5]=[C:4]([NH:12][C:13]3[CH:18]=[CH:17][C:16]([P:19]([CH3:22])([CH3:21])=[O:20])=[CH:15][CH:14]=3)[N:3]=2)[CH:29]=[C:30]([CH3:32])[CH:31]=1. The yield is 0.650. (6) The reactants are [CH3:1][C:2]1[N:11]=[C:10]([N:12]([C:14]2[CH:19]=[CH:18][C:17]([NH2:20])=[CH:16][CH:15]=2)[CH3:13])[C:9]2[C:4](=[CH:5][CH:6]=[CH:7][CH:8]=2)[N:3]=1.CO.N([O-])=O.[Na+].[N-:27]=[N+:28]=[N-].[Na+]. The catalyst is Cl.O.C(OCC)(=O)C. The product is [N:20]([C:17]1[CH:16]=[CH:15][C:14]([N:12]([C:10]2[C:9]3[C:4](=[CH:5][CH:6]=[CH:7][CH:8]=3)[N:3]=[C:2]([CH3:1])[N:11]=2)[CH3:13])=[CH:19][CH:18]=1)=[N+:27]=[N-:28]. The yield is 0.900. (7) The reactants are [CH2:1]1[CH:6]2[CH2:7][C:8]3([NH2:11])[CH2:10][CH:4]([CH2:5]2)[CH2:3][CH:2]1[CH2:9]3.Cl[CH2:13][C:14]1[N:18]=[C:17]([C:19]2[CH:24]=[CH:23][C:22]([O:25][CH3:26])=[CH:21][CH:20]=2)[O:16][N:15]=1. No catalyst specified. The product is [CH3:26][O:25][C:22]1[CH:21]=[CH:20][C:19]([C:17]2[O:16][N:15]=[C:14]([CH2:13][NH:11][C:8]34[CH2:10][CH:4]5[CH2:5][CH:6]([CH2:1][CH:2]([CH2:3]5)[CH2:9]3)[CH2:7]4)[N:18]=2)=[CH:24][CH:23]=1. The yield is 0.880.